Regression. Given two drug SMILES strings and cell line genomic features, predict the synergy score measuring deviation from expected non-interaction effect. From a dataset of NCI-60 drug combinations with 297,098 pairs across 59 cell lines. (1) Drug 1: C1=CC(=C2C(=C1NCCNCCO)C(=O)C3=C(C=CC(=C3C2=O)O)O)NCCNCCO. Drug 2: CC=C1C(=O)NC(C(=O)OC2CC(=O)NC(C(=O)NC(CSSCCC=C2)C(=O)N1)C(C)C)C(C)C. Cell line: OVCAR-8. Synergy scores: CSS=58.6, Synergy_ZIP=-1.48, Synergy_Bliss=-2.87, Synergy_Loewe=-1.48, Synergy_HSA=1.45. (2) Drug 1: CC1=CC=C(C=C1)C2=CC(=NN2C3=CC=C(C=C3)S(=O)(=O)N)C(F)(F)F. Drug 2: C(CCl)NC(=O)N(CCCl)N=O. Cell line: NCI-H322M. Synergy scores: CSS=0.473, Synergy_ZIP=-0.0594, Synergy_Bliss=-0.138, Synergy_Loewe=-3.49, Synergy_HSA=-1.43. (3) Drug 1: CCC1(CC2CC(C3=C(CCN(C2)C1)C4=CC=CC=C4N3)(C5=C(C=C6C(=C5)C78CCN9C7C(C=CC9)(C(C(C8N6C=O)(C(=O)OC)O)OC(=O)C)CC)OC)C(=O)OC)O.OS(=O)(=O)O. Drug 2: C1CC(=O)NC(=O)C1N2C(=O)C3=CC=CC=C3C2=O. Cell line: LOX IMVI. Synergy scores: CSS=39.7, Synergy_ZIP=-0.675, Synergy_Bliss=-2.76, Synergy_Loewe=-42.8, Synergy_HSA=-2.40. (4) Drug 1: COC1=C(C=C2C(=C1)N=CN=C2NC3=CC(=C(C=C3)F)Cl)OCCCN4CCOCC4. Drug 2: CS(=O)(=O)CCNCC1=CC=C(O1)C2=CC3=C(C=C2)N=CN=C3NC4=CC(=C(C=C4)OCC5=CC(=CC=C5)F)Cl. Cell line: CAKI-1. Synergy scores: CSS=50.0, Synergy_ZIP=-1.93, Synergy_Bliss=-0.395, Synergy_Loewe=4.00, Synergy_HSA=4.87.